This data is from Catalyst prediction with 721,799 reactions and 888 catalyst types from USPTO. The task is: Predict which catalyst facilitates the given reaction. Reactant: CN(C)C=[O:4].[Mn]([O-])(=O)(=O)=O.[K+].[F:12][C:13]1[CH:18]=[CH:17][C:16]([N:19]2[CH:23]=[CH:22][C:21]([CH:24]=[O:25])=[CH:20]2)=[CH:15][CH:14]=1.[OH-].[Na+]. Product: [F:12][C:13]1[CH:14]=[CH:15][C:16]([N:19]2[CH:23]=[CH:22][C:21]([C:24]([OH:4])=[O:25])=[CH:20]2)=[CH:17][CH:18]=1. The catalyst class is: 6.